Binary Classification. Given a miRNA mature sequence and a target amino acid sequence, predict their likelihood of interaction. From a dataset of Experimentally validated miRNA-target interactions with 360,000+ pairs, plus equal number of negative samples. (1) The miRNA is gga-miR-9-5p with sequence UCUUUGGUUAUCUAGCUGUAUGA. The protein sequence of the target gene is MAASSLTVTLGRLASACSHSILRPSGPGAASLWSASRRFNSQSTSYLPGYVPKTSLSSPPWPEVVLPDPVEETRHHAEVVKKVNEMIVTGQYGRLFAVVHFASRQWKVTSEDLILIGNELDLACGERIRLEKVLLVGADNFTLLGKPLLGKDLVRVEATVIEKTESWPRIIMRFRKRKNFKKKRIVTTPQTVLRINSIEIAPCLL. Result: 0 (no interaction). (2) The miRNA is hsa-miR-302b-5p with sequence ACUUUAACAUGGAAGUGCUUUC. The protein sequence of the target gene is MRAVRRGLREGGAMAAARDPPEVSLREATQRKLRRFSELRGKLVARGEFWDIVAITAADEKQELAYNQQLSEKLKRKELPLGVQYHVFVDPAGAKIGNGGSTLCALQCLEKLYGDKWNSFTILLIHSGGYSQRLPNASALGKIFTALPLGNPIYQMLELKLAMYIDFPLNMNPGILVTCADDIELYSIGEFEFIRFDKPGFTALAHPSSLTIGTTHGVFVLDPFDDLKHRDLEYRSCHRFLHKPSIEKMYQFNAVCRPGNFCQQDFAGGDIADLKLDSDYVYTDSLFYMDHKSAKMLLAF.... Result: 1 (interaction). (3) The miRNA is mmu-miR-467a-5p with sequence UAAGUGCCUGCAUGUAUAUGCG. The protein sequence of the target gene is MAAPPEPGEPEERKSLKLLGFLDVENTPCARHSILYGSLGSVVAGFGHFLFTSRIRRSCDVGVGGFILVTLGCWFHCRYNYAKQRIQERIAREEIKKKILYEGTHLDPERKHNGSSSN. Result: 0 (no interaction). (4) The miRNA is hsa-miR-661 with sequence UGCCUGGGUCUCUGGCCUGCGCGU. The protein sequence of the target gene is MGARGALLLALLLARAGLRKPESQEAAPLSGPCGRRVITSRIVGGEDAELGRWPWQGSLRLWDSHVCGVSLLSHRWALTAAHCFETYSDLSDPSGWMVQFGQLTSMPSFWSLQAYYTRYFVSNIYLSPRYLGNSPYDIALVKLSAPVTYTKHIQPICLQASTFEFENRTDCWVTGWGYIKEDEALPSPHTLQEVQVAIINNSMCNHLFLKYSFRKDIFGDMVCAGNAQGGKDACFGDSGGPLACNKNGLWYQIGVVSWGVGCGRPNRPGVYTNISHHFEWIQKLMAQSGMSQPDPSWPLL.... Result: 1 (interaction). (5) The miRNA is rno-miR-133a-5p with sequence AGCUGGUAAAAUGGAACCAAAU. The protein sequence of the target gene is MSKERPKRNIIQKKYDDSDGIPWSEERVVRKVLYLSLKEFKNSQKRQHAEGIAGSLKTVNGLLGNDQSKGLGPASEQSENEKDDASQVSSTSNDVSSSDFEEGPSRKRPRLQAQRKFAQSQPNSPSTTPVKIVEPLLPPPATQISDLSKRKPKTEDFLTFLCLRGSPALPNSMVYFGSSQDEEEVEEEDDETEDVKTATNNASSSCQSTPRKGKTHKHVHNGHVFNGSSRSTREKEPVQKHKSKEATPAKEKHSDHRADSRREQASANHPAAAPSTGSSAKGLAATHHHPPLHRSAQDLR.... Result: 0 (no interaction). (6) The miRNA is cel-miR-359 with sequence UCACUGGUCUUUCUCUGACGAA. The protein sequence of the target gene is MAEHAPRRCCLGWDFSTQQVKVVAVDAELNVFYEESVHFDRDLPEFGTQGGVHVHKDGLTVTSPVLMWVQALDIILEKMKASGFDFSQVLALSGAGQQHGSIYWKAGAQQALTSLSPDLRLHQQLQDCFSISDCPVWMDSSTTAQCRQLEAAVGGAQALSCLTGSRAYERFTGNQIAKIYQQNPEAYSHTERISLVSSFAASLFLGSYSPIDYSDGSGMNLLQIQDKVWSQACLGACAPHLEEKLSPPVPSCSVVGAISSYYVQRYGFPPGCKVVAFTGDNPASLAGMRLEEGDIAVSLG.... Result: 0 (no interaction).